Dataset: CYP2C19 inhibition data for predicting drug metabolism from PubChem BioAssay. Task: Regression/Classification. Given a drug SMILES string, predict its absorption, distribution, metabolism, or excretion properties. Task type varies by dataset: regression for continuous measurements (e.g., permeability, clearance, half-life) or binary classification for categorical outcomes (e.g., BBB penetration, CYP inhibition). Dataset: cyp2c19_veith. (1) The molecule is O=S(=O)(c1ccccc1)N1CCC[C@@]2(CCN(c3ccccc3)C2)C1. The result is 1 (inhibitor). (2) The compound is Nc1ccc(S(N)(=O)=O)cc1. The result is 0 (non-inhibitor). (3) The drug is COc1cccc(-c2cncnc2NCc2ccccc2OC)c1. The result is 1 (inhibitor). (4) The molecule is COc1ccc(N2C(=O)c3ccccc3NC2c2ccc(OC)c(CSc3ccccn3)c2)cc1. The result is 1 (inhibitor). (5) The compound is Cc1nn(Cc2c(F)c(F)c(F)c(F)c2F)c(C)c1NC(=O)c1cccc(COc2ccccc2Cl)c1. The result is 1 (inhibitor). (6) The compound is CN(C)CCCN1c2ccc3ccccc3c2Sc2cccc(Cl)c21. The result is 1 (inhibitor).